From a dataset of Reaction yield outcomes from USPTO patents with 853,638 reactions. Predict the reaction yield, written as a fraction of the theoretical maximum amount of product (1.0 means a 100% yield; for example, 0.34 means a 34% yield). (1) The reactants are [CH3:1][O:2][C:3]1[C:4]([CH2:9][C:10]([O-:12])=O)=[N:5][CH:6]=[CH:7][CH:8]=1.[Na+].[Br:14][C:15]1[C:16]([CH3:22])=[C:17]([CH:19]=[CH:20][CH:21]=1)[NH2:18].CCN(C(C)C)C(C)C.CN(C(ON1N=NC2C=CC=NC1=2)=[N+](C)C)C.F[P-](F)(F)(F)(F)F. The catalyst is CN(C=O)C.CCOC(C)=O. The product is [Br:14][C:15]1[C:16]([CH3:22])=[C:17]([NH:18][C:10](=[O:12])[CH2:9][C:4]2[C:3]([O:2][CH3:1])=[CH:8][CH:7]=[CH:6][N:5]=2)[CH:19]=[CH:20][CH:21]=1. The yield is 0.730. (2) The reactants are [F:1][C:2]([F:26])([F:25])[O:3][C:4]1[CH:9]=[CH:8][C:7]([N:10]2[CH:14]=[N:13][C:12]([C:15]3[CH:20]=[CH:19][C:18]([CH:21]4[CH2:23][CH:22]4[NH2:24])=[CH:17][CH:16]=3)=[N:11]2)=[CH:6][CH:5]=1.CCN(CC)CC.Cl[C:35]([O:37][C:38]1[C:43]([CH3:44])=[CH:42][C:41]([CH3:45])=[CH:40][C:39]=1[CH3:46])=[O:36]. The catalyst is C(Cl)Cl.CN(C)C1C=CN=CC=1. The product is [F:26][C:2]([F:1])([F:25])[O:3][C:4]1[CH:5]=[CH:6][C:7]([N:10]2[CH:14]=[N:13][C:12]([C:15]3[CH:20]=[CH:19][C:18]([CH:21]4[CH2:23][CH:22]4[NH:24][C:35](=[O:36])[O:37][C:38]4[C:43]([CH3:44])=[CH:42][C:41]([CH3:45])=[CH:40][C:39]=4[CH3:46])=[CH:17][CH:16]=3)=[N:11]2)=[CH:8][CH:9]=1. The yield is 0.790. (3) The reactants are O=P12OP3(OP(OP(O3)(O1)=O)(=O)O2)=O.O=[C:16]([C:25]1[CH:30]=[CH:29][CH:28]=[CH:27][CH:26]=1)[CH2:17][NH:18][C:19](=[O:24])[CH2:20][CH2:21][C:22]#[CH:23].[OH-].[Na+]. The catalyst is O=P(Cl)(Cl)Cl. The product is [CH2:20]([C:19]1[O:24][C:16]([C:25]2[CH:30]=[CH:29][CH:28]=[CH:27][CH:26]=2)=[CH:17][N:18]=1)[CH2:21][C:22]#[CH:23]. The yield is 0.210. (4) The reactants are [C:1]1([C:19]2[CH:24]=[CH:23][CH:22]=[CH:21][CH:20]=2)[CH:6]=[CH:5][CH:4]=[C:3]([C:7]2[C:8]([C:17]#[N:18])=[N:9][C:10]([O:15]C)=[C:11]([O:13]C)[CH:12]=2)[CH:2]=1.B(Br)(Br)Br. The catalyst is C(Cl)Cl. The product is [C:1]1([C:19]2[CH:24]=[CH:23][CH:22]=[CH:21][CH:20]=2)[CH:6]=[CH:5][CH:4]=[C:3]([C:7]2[CH:12]=[C:11]([OH:13])[C:10](=[O:15])[NH:9][C:8]=2[C:17]#[N:18])[CH:2]=1. The yield is 0.550. (5) The catalyst is CN(C=O)C. The yield is 0.930. The product is [F:1][C:2]1[CH:3]=[CH:4][C:5]([CH:8]=[CH:9][C:10]([O:12][CH3:15])=[O:11])=[CH:6][CH:7]=1. The reactants are [F:1][C:2]1[CH:7]=[CH:6][C:5]([CH:8]=[CH:9][C:10]([OH:12])=[O:11])=[CH:4][CH:3]=1.CI.[C:15](=O)([O-])[O-].[K+].[K+].O.